This data is from NCI-60 drug combinations with 297,098 pairs across 59 cell lines. The task is: Regression. Given two drug SMILES strings and cell line genomic features, predict the synergy score measuring deviation from expected non-interaction effect. Drug 1: C(=O)(N)NO. Drug 2: C#CCC(CC1=CN=C2C(=N1)C(=NC(=N2)N)N)C3=CC=C(C=C3)C(=O)NC(CCC(=O)O)C(=O)O. Cell line: PC-3. Synergy scores: CSS=40.7, Synergy_ZIP=0.855, Synergy_Bliss=-0.693, Synergy_Loewe=-47.7, Synergy_HSA=-1.41.